From a dataset of Peptide-MHC class I binding affinity with 185,985 pairs from IEDB/IMGT. Regression. Given a peptide amino acid sequence and an MHC pseudo amino acid sequence, predict their binding affinity value. This is MHC class I binding data. (1) The peptide sequence is PANINDKQI. The MHC is HLA-A02:02 with pseudo-sequence HLA-A02:02. The binding affinity (normalized) is 0. (2) The peptide sequence is FLNEDHWFS. The MHC is HLA-A02:01 with pseudo-sequence HLA-A02:01. The binding affinity (normalized) is 0.790. (3) The peptide sequence is KMSEYKGPV. The MHC is HLA-A03:01 with pseudo-sequence HLA-A03:01. The binding affinity (normalized) is 0.143. (4) The peptide sequence is ILFCFLAAV. The MHC is HLA-A02:01 with pseudo-sequence HLA-A02:01. The binding affinity (normalized) is 0.863. (5) The peptide sequence is AVISSEATTPV. The MHC is Mamu-A02 with pseudo-sequence Mamu-A02. The binding affinity (normalized) is 0.445. (6) The peptide sequence is NTNLIKCSDH. The MHC is HLA-A11:01 with pseudo-sequence HLA-A11:01. The binding affinity (normalized) is 0. (7) The peptide sequence is SLTIKDSSNK. The MHC is HLA-A33:01 with pseudo-sequence HLA-A33:01. The binding affinity (normalized) is 0.